From a dataset of Forward reaction prediction with 1.9M reactions from USPTO patents (1976-2016). Predict the product of the given reaction. Given the reactants [NH2:1][C:2]1[CH:10]=[CH:9][C:5]([C:6]([OH:8])=[O:7])=[C:4]([Cl:11])[CH:3]=1.[C:12](Cl)(=O)C, predict the reaction product. The product is: [NH2:1][C:2]1[CH:10]=[CH:9][C:5]([C:6]([O:8][CH3:12])=[O:7])=[C:4]([Cl:11])[CH:3]=1.